From a dataset of NCI-60 drug combinations with 297,098 pairs across 59 cell lines. Regression. Given two drug SMILES strings and cell line genomic features, predict the synergy score measuring deviation from expected non-interaction effect. (1) Drug 1: CC1C(C(CC(O1)OC2CC(OC(C2O)C)OC3=CC4=CC5=C(C(=O)C(C(C5)C(C(=O)C(C(C)O)O)OC)OC6CC(C(C(O6)C)O)OC7CC(C(C(O7)C)O)OC8CC(C(C(O8)C)O)(C)O)C(=C4C(=C3C)O)O)O)O. Drug 2: C#CCC(CC1=CN=C2C(=N1)C(=NC(=N2)N)N)C3=CC=C(C=C3)C(=O)NC(CCC(=O)O)C(=O)O. Cell line: SF-268. Synergy scores: CSS=8.31, Synergy_ZIP=0.388, Synergy_Bliss=1.38, Synergy_Loewe=0.431, Synergy_HSA=0.390. (2) Drug 1: C1=CN(C(=O)N=C1N)C2C(C(C(O2)CO)O)O.Cl. Drug 2: C(CCl)NC(=O)N(CCCl)N=O. Cell line: HCC-2998. Synergy scores: CSS=35.2, Synergy_ZIP=1.27, Synergy_Bliss=2.04, Synergy_Loewe=-22.5, Synergy_HSA=2.44. (3) Drug 1: C1=CC(=CC=C1CC(C(=O)O)N)N(CCCl)CCCl.Cl. Drug 2: CCCCC(=O)OCC(=O)C1(CC(C2=C(C1)C(=C3C(=C2O)C(=O)C4=C(C3=O)C=CC=C4OC)O)OC5CC(C(C(O5)C)O)NC(=O)C(F)(F)F)O. Cell line: T-47D. Synergy scores: CSS=9.40, Synergy_ZIP=-4.55, Synergy_Bliss=-0.921, Synergy_Loewe=-3.48, Synergy_HSA=-3.34. (4) Drug 1: CN1CCC(CC1)COC2=C(C=C3C(=C2)N=CN=C3NC4=C(C=C(C=C4)Br)F)OC. Drug 2: C1=NC2=C(N1)C(=S)N=C(N2)N. Cell line: LOX IMVI. Synergy scores: CSS=57.6, Synergy_ZIP=3.59, Synergy_Bliss=2.23, Synergy_Loewe=0.856, Synergy_HSA=3.82. (5) Drug 1: CC(C)(C#N)C1=CC(=CC(=C1)CN2C=NC=N2)C(C)(C)C#N. Drug 2: CC(C)NC(=O)C1=CC=C(C=C1)CNNC.Cl. Cell line: KM12. Synergy scores: CSS=-3.68, Synergy_ZIP=2.34, Synergy_Bliss=2.35, Synergy_Loewe=-2.29, Synergy_HSA=-2.48. (6) Drug 1: CS(=O)(=O)C1=CC(=C(C=C1)C(=O)NC2=CC(=C(C=C2)Cl)C3=CC=CC=N3)Cl. Drug 2: C1=CC(=CC=C1CCCC(=O)O)N(CCCl)CCCl. Cell line: PC-3. Synergy scores: CSS=18.2, Synergy_ZIP=-1.92, Synergy_Bliss=-1.60, Synergy_Loewe=-4.85, Synergy_HSA=-1.92. (7) Drug 1: CN(CCCl)CCCl.Cl. Drug 2: CCN(CC)CCCC(C)NC1=C2C=C(C=CC2=NC3=C1C=CC(=C3)Cl)OC. Cell line: MDA-MB-435. Synergy scores: CSS=11.3, Synergy_ZIP=-3.32, Synergy_Bliss=1.66, Synergy_Loewe=-2.97, Synergy_HSA=-0.510. (8) Drug 1: CC1=C(C=C(C=C1)NC2=NC=CC(=N2)N(C)C3=CC4=NN(C(=C4C=C3)C)C)S(=O)(=O)N.Cl. Drug 2: CS(=O)(=O)CCNCC1=CC=C(O1)C2=CC3=C(C=C2)N=CN=C3NC4=CC(=C(C=C4)OCC5=CC(=CC=C5)F)Cl. Cell line: SF-539. Synergy scores: CSS=6.83, Synergy_ZIP=-1.95, Synergy_Bliss=4.70, Synergy_Loewe=1.61, Synergy_HSA=3.48.